From a dataset of hERG potassium channel inhibition data for cardiac toxicity prediction from Karim et al.. Regression/Classification. Given a drug SMILES string, predict its toxicity properties. Task type varies by dataset: regression for continuous values (e.g., LD50, hERG inhibition percentage) or binary classification for toxic/non-toxic outcomes (e.g., AMES mutagenicity, cardiotoxicity, hepatotoxicity). Dataset: herg_karim. (1) The compound is Cn1nc(-c2cnc3[nH]cc(C(=O)N[C@]4(C)C[C@@H](N)C4)c3n2)c2ccc(F)cc21. The result is 1 (blocker). (2) The molecule is CC(CC(NC(=O)C1CCC1)c1ccccc1)N1CCC(c2[nH]ncc2-c2ccncc2)CC1. The result is 1 (blocker). (3) The drug is c1ccc(-c2ccc(-c3c[nH]c([C@H]4Cc5c([nH]c6ccccc56)[C@@H](C5CCOCC5)N4)n3)cc2)cc1. The result is 1 (blocker). (4) The molecule is COc1ncc(-c2cccc3c2C[C@H](NC(=O)c2ccc(OCC(F)(F)F)nc2)CO3)cn1. The result is 1 (blocker). (5) The drug is CC(c1ccccc1Oc1ccc(Cl)c(Cl)c1)N(C)C. The result is 1 (blocker). (6) The drug is COc1ccc2c(-c3cnn(-c4ccccc4)c3)ccnc2c1. The result is 1 (blocker). (7) The drug is CCc1cc(CNC(=O)CNCC(=O)N2CCN(C(c3ccccc3)c3ccc(Cl)cc3)CC2)cc(CC)c1CC. The result is 0 (non-blocker). (8) The compound is COc1cnc2ccc(=O)n(CCN3CC[C@@H](NCc4ccc5c(n4)NC(=O)CO5)[C@@H](F)C3)c2c1. The result is 0 (non-blocker). (9) The molecule is Nc1nc(-c2ccccc2Cl)c2c(n1)N(c1c(Cl)cccc1Cl)C(=O)NC2. The result is 1 (blocker). (10) The compound is O=S(=O)(c1ccc2c(c1)CCNCC2)N1CC[C@@H](Oc2ccccc2Cl)C1. The result is 1 (blocker).